This data is from Reaction yield outcomes from USPTO patents with 853,638 reactions. The task is: Predict the reaction yield, written as a fraction of the theoretical maximum amount of product (1.0 means a 100% yield; for example, 0.34 means a 34% yield). The reactants are [OH:1][C:2]1[C@H:11]2[C@H:6]([C@H:7]3[CH2:12][C@@H:10]2[CH2:9][CH2:8]3)[N:5]([CH2:13][CH2:14][CH:15]([CH3:17])[CH3:16])[C:4](=[O:18])[C:3]=1[C:19]1[NH:24][C:23]2[CH:25]=[CH:26][C:27]([NH:29][S:30]([CH3:33])(=[O:32])=[O:31])=[CH:28][C:22]=2[S:21](=[O:35])(=[O:34])[N:20]=1.[C:36](=O)([O-])[O-].[K+].[K+].IC. The catalyst is CN(C)C=O. The product is [OH:1][C:2]1[C@H:11]2[C@H:6]([C@H:7]3[CH2:12][C@@H:10]2[CH2:9][CH2:8]3)[N:5]([CH2:13][CH2:14][CH:15]([CH3:17])[CH3:16])[C:4](=[O:18])[C:3]=1[C:19]1[NH:24][C:23]2[CH:25]=[CH:26][C:27]([N:29]([CH3:36])[S:30]([CH3:33])(=[O:32])=[O:31])=[CH:28][C:22]=2[S:21](=[O:35])(=[O:34])[N:20]=1. The yield is 0.564.